Dataset: Forward reaction prediction with 1.9M reactions from USPTO patents (1976-2016). Task: Predict the product of the given reaction. Given the reactants C([O:3][C:4]([C:6]1([C:9]2[CH:14]=[CH:13][C:12]([C:15]3[CH:20]=[CH:19][C:18]([C:21]4[O:25][N:24]=[C:23]([CH3:26])[C:22]=4[NH:27][C:28]4[CH:33]=[CH:32][CH:31]=[C:30]([C:34]5[CH:39]=[CH:38][CH:37]=[CH:36][C:35]=5[CH3:40])[N:29]=4)=[CH:17][CH:16]=3)=[CH:11][CH:10]=2)[CH2:8][CH2:7]1)=[O:5])C.[Li+].[OH-].Cl, predict the reaction product. The product is: [CH3:26][C:23]1[C:22]([NH:27][C:28]2[CH:33]=[CH:32][CH:31]=[C:30]([C:34]3[CH:39]=[CH:38][CH:37]=[CH:36][C:35]=3[CH3:40])[N:29]=2)=[C:21]([C:18]2[CH:19]=[CH:20][C:15]([C:12]3[CH:11]=[CH:10][C:9]([C:6]4([C:4]([OH:5])=[O:3])[CH2:8][CH2:7]4)=[CH:14][CH:13]=3)=[CH:16][CH:17]=2)[O:25][N:24]=1.